This data is from Experimentally validated miRNA-target interactions with 360,000+ pairs, plus equal number of negative samples. The task is: Binary Classification. Given a miRNA mature sequence and a target amino acid sequence, predict their likelihood of interaction. The miRNA is hsa-miR-4513 with sequence AGACUGACGGCUGGAGGCCCAU. The protein sequence of the target gene is MSPVFPMLTVLTMFYYICLRRRARTATRGEMMNTHRAIESNSQTSPLNAEVVQYAKEVVDFSSHYGSENSMSYTMWNLAGVPNVFPSSGDFTQTAVFRTYGTWWDQCPSASLPFKRTPPNFQSQDYVELTFEQQVYPTAVHVLETYHPGAVIRILACSANPYSPNPPAEVRWEILWSERPTKVNASQARQFKPCIKQINFPTNLIRLEVNSSLLEYYTELDAVVLHGVKDKPVLSLKTSLIDMNDIEDDAYAEKDGCGMDSLNKKFSSAVLGEGPNNGYFDKLPYELIQLILNHLTLPDL.... Result: 1 (interaction).